Dataset: Forward reaction prediction with 1.9M reactions from USPTO patents (1976-2016). Task: Predict the product of the given reaction. Given the reactants Br[C:2]1[CH:3]=[C:4]2[C:9](=[CH:10][CH:11]=1)[N:8]=[CH:7][N:6]=[C:5]2[NH2:12].[B:13]1([B:13]2[O:17][C:16]([CH3:19])([CH3:18])[C:15]([CH3:21])([CH3:20])[O:14]2)[O:17][C:16]([CH3:19])([CH3:18])[C:15]([CH3:21])([CH3:20])[O:14]1.C([O-])(=O)C.[K+].CN(C)C=O, predict the reaction product. The product is: [CH3:20][C:15]1([CH3:21])[C:16]([CH3:19])([CH3:18])[O:17][B:13]([C:2]2[CH:3]=[C:4]3[C:9](=[CH:10][CH:11]=2)[N:8]=[CH:7][N:6]=[C:5]3[NH2:12])[O:14]1.